From a dataset of Full USPTO retrosynthesis dataset with 1.9M reactions from patents (1976-2016). Predict the reactants needed to synthesize the given product. (1) Given the product [CH2:23]([C:2]1[C:17]([OH:20])=[C:9]([CH2:8][CH2:7][CH3:6])[CH:10]=[CH:5][C:3]=1[OH:4])[CH2:22][CH3:27], predict the reactants needed to synthesize it. The reactants are: F[C:2](F)(F)[C:3]([C:5]1[CH:10]=[CH:9][CH:8]=[CH:7][CH:6]=1)=[O:4].O.Cl.NO.[C:17]([O-:20])(O)=O.[Na+].[C:22]1(C)[CH:27]=CC=C[CH:23]=1. (2) Given the product [Cl:1][C:2]1[N:7]=[C:6]([Cl:8])[C:5]([C:9]([NH:20][CH2:19][C:16]2[CH:17]=[CH:18][C:13]([F:12])=[CH:14][CH:15]=2)=[O:10])=[CH:4][N:3]=1, predict the reactants needed to synthesize it. The reactants are: [Cl:1][C:2]1[N:7]=[C:6]([Cl:8])[C:5]([C:9](Cl)=[O:10])=[CH:4][N:3]=1.[F:12][C:13]1[CH:18]=[CH:17][C:16]([CH2:19][NH2:20])=[CH:15][CH:14]=1.CCN(C(C)C)C(C)C. (3) Given the product [C:27]1([C:24]2[N:5]=[C:6]3[CH:11]=[CH:10][N:9]=[CH:8][C:7]3=[C:12]([C:13]([OH:19])=[O:22])[CH:25]=2)[CH:32]=[CH:31][CH:30]=[CH:29][CH:28]=1, predict the reactants needed to synthesize it. The reactants are: CC(C)(C)C([NH:5][C:6]1[CH:11]=[CH:10][N:9]=[CH:8][C:7]=1[CH2:12][C:13](=[O:19])C(OCC)=O)=O.[OH-:22].[K+].[C:24]([C:27]1[CH:32]=[CH:31][CH:30]=[CH:29][CH:28]=1)(=O)[CH3:25]. (4) Given the product [CH3:52][N:50]([C:49]([C:48]1[CH:47]=[CH:63][C:59]([NH:60][CH:4]([C:15]2[S:16][C:17]([C:21]3[CH:26]=[CH:25][C:24]([C:27]([F:28])([F:30])[F:29])=[CH:23][CH:22]=3)=[CH:18][C:19]=2[CH3:20])[CH2:3][CH:2]([CH3:1])[CH3:31])=[CH:58][CH:57]=1)=[O:53])[CH2:51][CH2:35][C:36]([OH:38])=[O:37], predict the reactants needed to synthesize it. The reactants are: [CH3:1][CH:2]([CH3:31])[CH2:3][CH:4]([C:15]1[S:16][C:17]([C:21]2[CH:26]=[CH:25][C:24]([C:27]([F:30])([F:29])[F:28])=[CH:23][CH:22]=2)=[CH:18][C:19]=1[CH3:20])OC1C=CC(C(O)=O)=CC=1.CNC[CH2:35][C:36]([O:38]CC)=[O:37].Cl.C(N=C=N[CH2:47][CH2:48][CH2:49][N:50]([CH3:52])[CH3:51])C.[OH2:53].OC1[C:63]2N=N[NH:60][C:59]=2[CH:58]=[CH:57]C=1. (5) Given the product [CH2:20]([C:2]1[C:10]2[N:9]3[CH2:11][CH2:12][NH:13][C:14](=[O:15])[C:8]3=[C:7]([CH3:16])[C:6]=2[CH:5]=[C:4]([F:17])[CH:3]=1)[CH:19]=[CH2:18], predict the reactants needed to synthesize it. The reactants are: Br[C:2]1[C:10]2[N:9]3[CH2:11][CH2:12][NH:13][C:14](=[O:15])[C:8]3=[C:7]([CH3:16])[C:6]=2[CH:5]=[C:4]([F:17])[CH:3]=1.[CH2:18](B(O)O)[CH:19]=[CH2:20]. (6) The reactants are: Cl[C:2]1[C:11]([CH:12]=[O:13])=[CH:10][C:9]2[C:4](=[C:5]([CH3:14])[CH:6]=[CH:7][CH:8]=2)[N:3]=1.[F:15][C:16]1[CH:21]=[CH:20][CH:19]=[C:18]([O:22][CH3:23])[C:17]=1B(O)O.C(=O)([O-])[O-].[Na+].[Na+]. Given the product [F:15][C:16]1[CH:21]=[CH:20][CH:19]=[C:18]([O:22][CH3:23])[C:17]=1[C:2]1[C:11]([CH:12]=[O:13])=[CH:10][C:9]2[C:4](=[C:5]([CH3:14])[CH:6]=[CH:7][CH:8]=2)[N:3]=1, predict the reactants needed to synthesize it. (7) Given the product [F:44][C:24]([F:23])([C:37]1[CH:42]=[CH:41][C:40]([F:43])=[CH:39][CH:38]=1)[C:25]1[N:34]=[C:33]([OH:35])[C:32]2[C:27](=[CH:28][CH:29]=[CH:30][CH:31]=2)[N:26]=1, predict the reactants needed to synthesize it. The reactants are: ClC1C2C(=CC(C)=CC=2)N=C(C(F)(F)C2C=CC(F)=CC=2)N=1.[F:23][C:24]([F:44])([C:37]1[CH:42]=[CH:41][C:40]([F:43])=[CH:39][CH:38]=1)[C:25]1[N:34]=[C:33]([OH:35])[C:32]2[C:27](=[CH:28][C:29](C)=[CH:30][CH:31]=2)[N:26]=1.